From a dataset of Forward reaction prediction with 1.9M reactions from USPTO patents (1976-2016). Predict the product of the given reaction. (1) Given the reactants Cl[C:2]1[N:7]=[CH:6][C:5]([C:8]([O:10][CH3:11])=[O:9])=[CH:4][N:3]=1.[CH3:12][O:13][CH2:14][CH:15]1[CH2:20][NH:19][CH2:18][CH2:17][NH:16]1.C(N(C(C)C)C(C)C)C, predict the reaction product. The product is: [CH3:12][O:13][CH2:14][CH:15]1[NH:16][CH2:17][CH2:18][N:19]([C:2]2[N:7]=[CH:6][C:5]([C:8]([O:10][CH3:11])=[O:9])=[CH:4][N:3]=2)[CH2:20]1. (2) Given the reactants [C:1]1([CH3:10])[CH:6]=[CH:5][C:4]([S:7]([CH3:9])=O)=[CH:3][CH:2]=1.[CH3:11][C:12]1[CH:17]=[CH:16][C:15]([CH3:18])=[C:14]([CH3:19])[C:13]=1[CH3:20].[F:21][C:22]([F:35])([F:34])[S:23]([O:26]S(C(F)(F)F)(=O)=O)(=[O:25])=[O:24], predict the reaction product. The product is: [O-:26][S:23]([C:22]([F:35])([F:34])[F:21])(=[O:25])=[O:24].[CH3:9][S+:7]([C:17]1[CH:16]=[C:15]([CH3:18])[C:14]([CH3:19])=[C:13]([CH3:20])[C:12]=1[CH3:11])[C:4]1[CH:5]=[CH:6][C:1]([CH3:10])=[CH:2][CH:3]=1. (3) Given the reactants [CH3:1][O:2][C:3]([C:5]1[NH:6][CH:7]([C:18]2[CH:23]=[CH:22][C:21]([Cl:24])=[C:20]([O:25][CH3:26])[C:19]=2[F:27])[CH2:8]/[C:9](=[N:12]\OS(C)(=O)=O)/[C:10]=1[Cl:11])=[O:4], predict the reaction product. The product is: [CH3:1][O:2][C:3]([C:5]1[C:10]([Cl:11])=[C:9]([NH2:12])[CH:8]=[C:7]([C:18]2[CH:23]=[CH:22][C:21]([Cl:24])=[C:20]([O:25][CH3:26])[C:19]=2[F:27])[N:6]=1)=[O:4]. (4) Given the reactants Cl.[N:2]12[CH2:11][CH:6]3[CH2:7][CH:8]([CH2:10][CH:4]([CH:5]3[C:12]([OH:14])=[O:13])[CH2:3]1)[CH2:9]2.S(=O)(=O)(O)O.[CH3:20][CH2:21]O, predict the reaction product. The product is: [N:2]12[CH2:11][CH:6]3[CH2:7][CH:8]([CH2:10][CH:4]([CH:5]3[C:12]([O:14][CH2:20][CH3:21])=[O:13])[CH2:3]1)[CH2:9]2.